This data is from Reaction yield outcomes from USPTO patents with 853,638 reactions. The task is: Predict the reaction yield, written as a fraction of the theoretical maximum amount of product (1.0 means a 100% yield; for example, 0.34 means a 34% yield). (1) The reactants are [CH2:1]([N:6]1[C:14]2[N:13]=[CH:12][N:11]([CH2:15][CH:16]=[CH2:17])[C:10]=2[C:9](=[O:18])[NH:8][C:7]1=[O:19])[CH2:2][CH2:3][CH2:4][CH3:5].[C:20](=O)([O-])[O-].[K+].[K+].CI. The catalyst is CN(C=O)C. The product is [CH3:20][N:8]1[C:9](=[O:18])[C:10]2[N:11]([CH2:15][CH:16]=[CH2:17])[CH:12]=[N:13][C:14]=2[N:6]([CH2:1][CH2:2][CH2:3][CH2:4][CH3:5])[C:7]1=[O:19]. The yield is 1.00. (2) The reactants are Cl[C:2]1[N:7]=[CH:6][N:5]=[C:4]([N:8]2[CH2:13][CH2:12][CH:11]([C:14]([NH:16][C:17]3[S:18][C:19]([N:27]4[CH2:32][CH2:31][O:30][CH2:29][CH2:28]4)=[C:20]([C:22]4[O:23][CH:24]=[CH:25][CH:26]=4)[N:21]=3)=[O:15])[CH2:10][CH2:9]2)[CH:3]=1.[H][H]. The yield is 0.770. The product is [O:23]1[CH:24]=[CH:25][CH:26]=[C:22]1[C:20]1[N:21]=[C:17]([NH:16][C:14]([CH:11]2[CH2:10][CH2:9][N:8]([C:4]3[CH:3]=[CH:2][N:7]=[CH:6][N:5]=3)[CH2:13][CH2:12]2)=[O:15])[S:18][C:19]=1[N:27]1[CH2:32][CH2:31][O:30][CH2:29][CH2:28]1. The catalyst is C(O)C.[C].[Pd]. (3) The reactants are [F:1][CH:2]([F:19])[O:3][C:4]1[C:9]([C:10]2[CH:15]=[CH:14][C:13]([C@H:16]([NH2:18])[CH3:17])=[CH:12][CH:11]=2)=[CH:8][CH:7]=[CH:6][N:5]=1.C(N(CC)CC)C.[CH3:27][N:28]1[CH:32]=[C:31]([S:33](Cl)(=[O:35])=[O:34])[C:30]([C:37]([F:40])([F:39])[F:38])=[N:29]1. The catalyst is ClCCl. The product is [F:19][CH:2]([F:1])[O:3][C:4]1[C:9]([C:10]2[CH:15]=[CH:14][C:13]([C@H:16]([NH:18][S:33]([C:31]3[C:30]([C:37]([F:40])([F:38])[F:39])=[N:29][N:28]([CH3:27])[CH:32]=3)(=[O:35])=[O:34])[CH3:17])=[CH:12][CH:11]=2)=[CH:8][CH:7]=[CH:6][N:5]=1. The yield is 0.460. (4) The reactants are BrC1C=C([N:10]2[C:14]3=[N:15][CH:16]=[CH:17][C:18]([C:19]4[CH:20]=[N:21][C:22]5[C:27]([CH:28]=4)=[CH:26][CH:25]=[CH:24][CH:23]=5)=[C:13]3[C:12]([CH2:29][CH3:30])=[CH:11]2)C=CC=1C#N.NC1CCN(C)CC1.C(C1C2C(=NC=CC=2C2C=NC3C(C=2)=CC=CC=3)N([C:60]2[CH:67]=[CH:66][C:63]([C:64]#[N:65])=[C:62]([NH:68][CH:69]3[CH2:74][CH2:73][N:72]([CH3:75])[CH2:71][CH2:70]3)[CH:61]=2)C=1)C. No catalyst specified. The product is [CH2:29]([C:12]1[C:13]2[C:14](=[N:15][CH:16]=[CH:17][C:18]=2[C:19]2[CH:20]=[N:21][C:22]3[C:27]([CH:28]=2)=[CH:26][CH:25]=[CH:24][CH:23]=3)[N:10]([C:61]2[C:62]([NH:68][CH:69]3[CH2:74][CH2:73][N:72]([CH3:75])[CH2:71][CH2:70]3)=[C:63]([CH:66]=[CH:67][CH:60]=2)[C:64]#[N:65])[CH:11]=1)[CH3:30]. The yield is 0.620. (5) The reactants are [N:1]([C:4]1[N:14]=[C:7]2[CH:8]=[CH:9][C:10]([O:12][CH3:13])=[CH:11][N:6]2[N:5]=1)=[C:2]=S.[CH2:15]([N:17]([CH2:20][CH3:21])[CH2:18][CH3:19])C.[CH:22]([N:25]=C=NC(C)C)(C)C.[C:31](=[O:34])(O)[O-].[Na+].[CH:36](Cl)(Cl)Cl. The catalyst is CN(C)C=O. The product is [CH3:13][O:12][C:10]1[CH:9]=[CH:8][C:7]2[N:6]([N:5]=[C:4]([NH:1][C:2]3[O:34][C@:31]4([CH2:22][N:25]=3)[CH:36]3[CH2:21][CH2:20][N:17]([CH2:18][CH2:19]3)[CH2:15]4)[N:14]=2)[CH:11]=1. The yield is 0.420.